Dataset: Forward reaction prediction with 1.9M reactions from USPTO patents (1976-2016). Task: Predict the product of the given reaction. (1) Given the reactants [ClH:1].O1CCOCC1.[CH:8]1([N:11]2[CH2:16][CH2:15][N:14](C(OC(C)(C)C)=O)[CH2:13][CH2:12]2)[CH2:10][CH2:9]1, predict the reaction product. The product is: [ClH:1].[ClH:1].[CH:8]1([N:11]2[CH2:16][CH2:15][NH:14][CH2:13][CH2:12]2)[CH2:10][CH2:9]1. (2) Given the reactants C(=O)([S:3][C:4]1[S:5][CH:6]=[CH:7][C:8]=1[NH:9][C:10](=O)[CH3:11])C.CC1C=CC(S(O)(=O)=O)=CC=1.O, predict the reaction product. The product is: [CH3:11][C:10]1[S:3][C:4]2[S:5][CH:6]=[CH:7][C:8]=2[N:9]=1. (3) Given the reactants [N:1]([CH:4]1[C:12]2[C:7](=[C:8]([CH3:13])[CH:9]=[CH:10][CH:11]=2)[CH2:6][CH2:5]1)=[N+]=[N-].C1(P(C2C=CC=CC=2)C2C=CC=CC=2)C=CC=CC=1.Cl, predict the reaction product. The product is: [CH3:13][C:8]1[CH:9]=[CH:10][CH:11]=[C:12]2[C:7]=1[CH2:6][CH2:5][CH:4]2[NH2:1]. (4) Given the reactants Cl.[NH2:2][C:3]1[CH:4]=[C:5]([CH:21]=[CH:22][CH:23]=1)[CH2:6][NH:7][C:8]1[C:17]2[C:12](=[C:13]([C:18]([NH2:20])=[O:19])[CH:14]=[CH:15][CH:16]=2)[N:11]=[CH:10][N:9]=1.Cl[C:25]1[NH:29][C:28]2[CH:30]=[CH:31][C:32]([C:34]([F:37])([F:36])[F:35])=[CH:33][C:27]=2[N:26]=1, predict the reaction product. The product is: [F:37][C:34]([F:35])([F:36])[C:32]1[CH:31]=[CH:30][C:28]2[NH:29][C:25]([NH:2][C:3]3[CH:4]=[C:5]([CH:21]=[CH:22][CH:23]=3)[CH2:6][NH:7][C:8]3[C:17]4[C:12](=[C:13]([C:18]([NH2:20])=[O:19])[CH:14]=[CH:15][CH:16]=4)[N:11]=[CH:10][N:9]=3)=[N:26][C:27]=2[CH:33]=1.